This data is from Forward reaction prediction with 1.9M reactions from USPTO patents (1976-2016). The task is: Predict the product of the given reaction. (1) Given the reactants [F:1][C:2]1[CH:7]=[CH:6][C:5]([C:8]2[CH:13]=[CH:12][C:11]([C@@H:14]([N:16]3[CH2:21][CH2:20][C@@:19]([C:25]4[CH:30]=[CH:29][C:28]([F:31])=[CH:27][CH:26]=4)([CH2:22][CH2:23]O)[O:18][C:17]3=[O:32])[CH3:15])=[CH:10][CH:9]=2)=[CH:4][CH:3]=1.[NH:33]1[CH2:38][CH2:37][NH:36][CH2:35][C:34]1=[O:39], predict the reaction product. The product is: [F:1][C:2]1[CH:7]=[CH:6][C:5]([C:8]2[CH:13]=[CH:12][C:11]([C@@H:14]([N:16]3[CH2:21][CH2:20][C@@:19]([C:25]4[CH:30]=[CH:29][C:28]([F:31])=[CH:27][CH:26]=4)([CH2:22][CH2:23][N:36]4[CH2:37][CH2:38][NH:33][C:34](=[O:39])[CH2:35]4)[O:18][C:17]3=[O:32])[CH3:15])=[CH:10][CH:9]=2)=[CH:4][CH:3]=1. (2) Given the reactants [CH2:1]([N:3]([CH2:10][CH3:11])[C:4]1[CH:9]=[CH:8][CH:7]=[CH:6][CH:5]=1)[CH3:2].FC(F)(F)S(O[C:18]1[CH:23]=CC=[CH:20][C:19]=1[Si](C)(C)C)(=O)=O.[F-].[K+].C1OCCOCCOCCOCCOCCOC1, predict the reaction product. The product is: [CH2:10]([N:3]([C:1]1[CH:20]=[CH:19][CH:18]=[CH:23][CH:2]=1)[C:4]1[CH:9]=[CH:8][CH:7]=[CH:6][CH:5]=1)[CH3:11].